Task: Predict the reactants needed to synthesize the given product.. Dataset: Full USPTO retrosynthesis dataset with 1.9M reactions from patents (1976-2016) (1) Given the product [Cl:8][C:9]1[CH:10]=[C:11]([C:17]2[CH:21]=[CH:20][N:19]([CH2:22][C@@H:23]([NH:25][C:26]([C:28]3[NH:32][N:31]=[C:30]([C:33]([N:5]4[CH2:6][CH2:7][N:2]([CH3:1])[CH2:3][CH2:4]4)=[O:35])[CH:29]=3)=[O:27])[CH3:24])[N:18]=2)[CH:12]=[CH:13][C:14]=1[C:15]#[N:16], predict the reactants needed to synthesize it. The reactants are: [CH3:1][N:2]1[CH2:7][CH2:6][NH:5][CH2:4][CH2:3]1.[Cl:8][C:9]1[CH:10]=[C:11]([C:17]2[CH:21]=[CH:20][N:19]([CH2:22][C@@H:23]([NH:25][C:26]([C:28]3[NH:32][N:31]=[C:30]([C:33]([OH:35])=O)[CH:29]=3)=[O:27])[CH3:24])[N:18]=2)[CH:12]=[CH:13][C:14]=1[C:15]#[N:16].C1C=CC2N(O)N=NC=2C=1.CCN(C(C)C)C(C)C.CCN=C=NCCCN(C)C. (2) Given the product [Br:9][C:10]1[CH:15]=[CH:14][CH:13]=[CH:12][C:11]=1[C:2]1[NH:6][CH:5]=[C:4]([CH:7]=[O:8])[CH:3]=1, predict the reactants needed to synthesize it. The reactants are: Br[C:2]1[NH:6][CH:5]=[C:4]([CH:7]=[O:8])[CH:3]=1.[Br:9][C:10]1[CH:15]=[CH:14][CH:13]=[CH:12][C:11]=1B(O)O.C(=O)([O-])[O-].[Na+].[Na+]. (3) Given the product [CH2:1]([N:8]1[CH2:20][CH2:19][C:11]2[N:12]=[C:13]([C:23]3[C:24]([CH3:28])=[CH:25][CH:26]=[CH:27][C:22]=3[CH3:21])[N:14]=[C:15]([O:16][CH3:17])[C:10]=2[CH2:9]1)[C:2]1[CH:7]=[CH:6][CH:5]=[CH:4][CH:3]=1, predict the reactants needed to synthesize it. The reactants are: [CH2:1]([N:8]1[CH2:20][CH2:19][C:11]2[N:12]=[C:13](Cl)[N:14]=[C:15]([O:16][CH3:17])[C:10]=2[CH2:9]1)[C:2]1[CH:7]=[CH:6][CH:5]=[CH:4][CH:3]=1.[CH3:21][C:22]1[CH:27]=[CH:26][CH:25]=[C:24]([CH3:28])[C:23]=1B(O)O.C([O-])([O-])=O.[Na+].[Na+]. (4) The reactants are: C([O:8][CH2:9][C:10]1[N:15]([C:16]2[CH:21]=[CH:20][CH:19]=[CH:18][C:17]=2[O:22]C(C)(C)C)[N:14]=[C:13]([C:27]2[N:31]([C:32]3[CH:37]=[CH:36][CH:35]=[CH:34][CH:33]=3)[N:30]=[CH:29][CH:28]=2)[C:12](=[O:38])[CH:11]=1)C1C=CC=CC=1. Given the product [OH:8][CH2:9][C:10]1[N:15]([C:16]2[CH:21]=[CH:20][CH:19]=[CH:18][C:17]=2[OH:22])[N:14]=[C:13]([C:27]2[N:31]([C:32]3[CH:37]=[CH:36][CH:35]=[CH:34][CH:33]=3)[N:30]=[CH:29][CH:28]=2)[C:12](=[O:38])[CH:11]=1, predict the reactants needed to synthesize it. (5) The reactants are: [S:1]1[CH:5]=[CH:4][N:3]=[C:2]1[C:6](=O)[CH2:7][C:8]1[CH:13]=[CH:12][CH:11]=[CH:10][CH:9]=1.[Br:15][C:16]1[CH:17]=[CH:18][C:19]([NH:22]N)=[N:20][CH:21]=1. Given the product [Br:15][C:16]1[CH:17]=[C:18]2[C:7]([C:8]3[CH:13]=[CH:12][CH:11]=[CH:10][CH:9]=3)=[C:6]([C:2]3[S:1][CH:5]=[CH:4][N:3]=3)[NH:22][C:19]2=[N:20][CH:21]=1, predict the reactants needed to synthesize it. (6) Given the product [OH:28][CH2:27][CH:26]([S:1][C:2]1[C:11]([C:12]#[N:13])=[C:10]([C:14]2[S:15][CH:16]=[CH:17][CH:18]=2)[C:9]2[CH2:8][CH2:7][CH2:6][CH2:5][C:4]=2[N:3]=1)[C:29]1[CH:34]=[CH:33][CH:32]=[CH:31][CH:30]=1, predict the reactants needed to synthesize it. The reactants are: [SH:1][C:2]1[C:11]([C:12]#[N:13])=[C:10]([C:14]2[S:15][CH:16]=[CH:17][CH:18]=2)[C:9]2[CH2:8][CH2:7][CH2:6][CH2:5][C:4]=2[N:3]=1.C([O-])([O-])=O.[K+].[K+].Br[CH:26]([C:29]1[CH:34]=[CH:33][CH:32]=[CH:31][CH:30]=1)[CH2:27][OH:28].